Predict which catalyst facilitates the given reaction. From a dataset of Catalyst prediction with 721,799 reactions and 888 catalyst types from USPTO. (1) Reactant: [NH:1]1[CH2:6][CH2:5][O:4][CH2:3][CH2:2]1.Cl[C:8]1[C:9]2[CH:17]=[CH:16][S:15][C:10]=2[N:11]=[C:12]([Cl:14])[N:13]=1. Product: [Cl:14][C:12]1[N:13]=[C:8]([N:1]2[CH2:6][CH2:5][O:4][CH2:3][CH2:2]2)[C:9]2[CH:17]=[CH:16][S:15][C:10]=2[N:11]=1. The catalyst class is: 5. (2) Reactant: [Cl:1][C:2]1[CH:10]=[CH:9][C:5]([C:6](O)=[O:7])=[C:4]([NH:11][C:12]2[CH:17]=[CH:16][CH:15]=[CH:14][CH:13]=2)[CH:3]=1.Cl.[CH3:19][NH:20][O:21][CH3:22].C(N(CC)C(C)C)(C)C.CCCCCC. Product: [Cl:1][C:2]1[CH:10]=[CH:9][C:5]([C:6]([N:20]([O:21][CH3:22])[CH3:19])=[O:7])=[C:4]([NH:11][C:12]2[CH:17]=[CH:16][CH:15]=[CH:14][CH:13]=2)[CH:3]=1. The catalyst class is: 39. (3) Reactant: [Cl:1][C:2]1[CH:3]=[CH:4][C:5]([N:10]2[CH2:20][CH2:19][C:13]3[N:14]=[CH:15][N:16]=[C:17](Cl)[C:12]=3[CH2:11]2)=[C:6]([CH:9]=1)[C:7]#[N:8].[NH2:21][C@@H:22]([C:25]1[CH:26]=[N:27][C:28]([C:31]([F:34])([F:33])[F:32])=[CH:29][CH:30]=1)[CH2:23][OH:24].C(N(CC)C(C)C)(C)C. Product: [Cl:1][C:2]1[CH:3]=[CH:4][C:5]([N:10]2[CH2:20][CH2:19][C:13]3[N:14]=[CH:15][N:16]=[C:17]([NH:21][C@@H:22]([C:25]4[CH:26]=[N:27][C:28]([C:31]([F:34])([F:32])[F:33])=[CH:29][CH:30]=4)[CH2:23][OH:24])[C:12]=3[CH2:11]2)=[C:6]([CH:9]=1)[C:7]#[N:8]. The catalyst class is: 10. (4) Reactant: [C:1]1([N:7]2[CH:11]=[C:10]([C:12](OCC)=[O:13])[N:9]=[C:8]2[S:17][C:18]2[CH:23]=[CH:22][CH:21]=[CH:20][CH:19]=2)[CH:6]=[CH:5][CH:4]=[CH:3][CH:2]=1.[H-].C([Al+]CC(C)C)C(C)C.O. Product: [C:1]1([N:7]2[CH:11]=[C:10]([CH2:12][OH:13])[N:9]=[C:8]2[S:17][C:18]2[CH:19]=[CH:20][CH:21]=[CH:22][CH:23]=2)[CH:2]=[CH:3][CH:4]=[CH:5][CH:6]=1. The catalyst class is: 207. (5) Reactant: [Si:1](Cl)([C:4]([CH3:7])([CH3:6])[CH3:5])([CH3:3])[CH3:2].[F:9][C:10]1[CH:15]=[CH:14][CH:13]=[CH:12][C:11]=1[CH2:16][CH2:17][OH:18].N1C=CN=C1. Product: [C:4]([Si:1]([O:18][CH2:17][CH2:16][C:11]1[CH:12]=[CH:13][CH:14]=[CH:15][C:10]=1[F:9])([CH3:3])[CH3:2])([CH3:7])([CH3:6])[CH3:5]. The catalyst class is: 39.